From a dataset of Forward reaction prediction with 1.9M reactions from USPTO patents (1976-2016). Predict the product of the given reaction. (1) Given the reactants Cl.Cl.[CH2:3]([O:5][C:6]([C:8]1([NH:13][C:14]([CH:16]2[CH2:20][CH:19]([O:21][C:22]3[C:31]4[C:26](=[CH:27][C:28]([O:32][CH3:33])=[CH:29][CH:30]=4)[CH:25]=[CH:24][N:23]=3)[CH2:18][NH:17]2)=[O:15])[CH2:10][CH:9]1[CH:11]=[CH2:12])=[O:7])[CH3:4].[CH2:34]([O:37][CH2:38][CH2:39][CH2:40][CH:41]([NH:45][C:46]([O:48][C:49]([CH3:52])([CH3:51])[CH3:50])=[O:47])[C:42](O)=[O:43])[CH:35]=[CH2:36].CN(C(ON1N=NC2C=CC=NC1=2)=[N+](C)C)C.F[P-](F)(F)(F)(F)F.CN1CCOCC1, predict the reaction product. The product is: [CH2:3]([O:5][C:6]([C:8]1([NH:13][C:14]([CH:16]2[CH2:20][CH:19]([O:21][C:22]3[C:31]4[C:26](=[CH:27][C:28]([O:32][CH3:33])=[CH:29][CH:30]=4)[CH:25]=[CH:24][N:23]=3)[CH2:18][N:17]2[C:42](=[O:43])[CH:41]([NH:45][C:46]([O:48][C:49]([CH3:52])([CH3:51])[CH3:50])=[O:47])[CH2:40][CH2:39][CH2:38][O:37][CH2:34][CH:35]=[CH2:36])=[O:15])[CH2:10][CH:9]1[CH:11]=[CH2:12])=[O:7])[CH3:4]. (2) Given the reactants O[NH:2][C:3]([C:5]1[CH:6]=[CH:7][C:8]2[C:9](=[C:19]3[CH2:25][CH:24]4[N:26]([C:27](=[O:32])[C:28]([F:31])([F:30])[F:29])[CH:21]([CH2:22][CH2:23]4)[CH2:20]3)[C:10]3[C:15]([O:16][C:17]=2[CH:18]=1)=[CH:14][CH:13]=[CH:12][CH:11]=3)=[NH:4].C1N=CN([C:38](N2C=NC=C2)=[S:39])C=1.C1C[O:48]CC1, predict the reaction product. The product is: [F:29][C:28]([F:31])([F:30])[C:27]([N:26]1[CH:24]2[CH2:23][CH2:22][CH:21]1[CH2:20][C:19](=[C:9]1[C:8]3[CH:7]=[CH:6][C:5]([C:3]4[NH:2][C:38](=[O:48])[S:39][N:4]=4)=[CH:18][C:17]=3[O:16][C:15]3[C:10]1=[CH:11][CH:12]=[CH:13][CH:14]=3)[CH2:25]2)=[O:32]. (3) The product is: [F:1][C:2]1[CH:7]=[C:6]([F:8])[CH:5]=[CH:4][C:3]=1[C:9]1[N:18]([CH2:23][CH:22]([CH3:30])[CH2:24][CH3:25])[C:16](=[NH:17])[C:13]([C:14]#[N:15])=[N:12][C:10]=1[CH3:11]. Given the reactants [F:1][C:2]1[CH:7]=[C:6]([F:8])[CH:5]=[CH:4][C:3]=1[C:9]([N:18]1[CH2:23][CH2:22]OCC1)=[C:10]([N:12]=[C:13]([C:16]#[N:17])[C:14]#[N:15])[CH3:11].[CH3:24][CH:25](CC)CN.[CH:30](Cl)(Cl)Cl, predict the reaction product. (4) The product is: [OH:1][C:2]1[C:7](=[O:8])[N:6]2[CH2:15][C@H:11]3[O:10][C@@H:9]([C:5]2=[N:4][C:3]=1[C:17]([O:19][CH2:20][CH3:21])=[O:18])[CH2:14][CH2:13][CH2:12]3. Given the reactants [OH:1][C:2]1[C:7](=[O:8])[NH:6][C:5]([C@@H:9]2[CH2:14][CH2:13][CH2:12][C@@H:11]([CH2:15]O)[O:10]2)=[N:4][C:3]=1[C:17]([O:19][CH2:20][CH3:21])=[O:18].CS(Cl)(=O)=O.C(N(C(C)C)CC)(C)C.C([O-])([O-])=O.[K+].[K+], predict the reaction product. (5) Given the reactants Cl[C:2]1[N:7]=[C:6]([C:8]2[CH:9]=[C:10]([NH:14][C:15](=[O:18])[CH:16]=[CH2:17])[CH:11]=[CH:12][CH:13]=2)[C:5]([NH:19][C:20]2[CH:25]=[CH:24][CH:23]=[CH:22][CH:21]=2)=[CH:4][N:3]=1.[O:26]1[CH2:31][CH2:30][N:29]([C:32]2[CH:38]=[CH:37][C:35]([NH2:36])=[CH:34][CH:33]=2)[CH2:28][CH2:27]1.C([O-])([O-])=O.[Cs+].[Cs+].C1(P(C2C=CC=CC=2)C2C3OC4C(=CC=CC=4P(C4C=CC=CC=4)C4C=CC=CC=4)C(C)(C)C=3C=CC=2)C=CC=CC=1, predict the reaction product. The product is: [O:26]1[CH2:27][CH2:28][N:29]([C:32]2[CH:33]=[CH:34][C:35]([NH:36][C:2]3[N:7]=[C:6]([C:8]4[CH:9]=[C:10]([NH:14][C:15](=[O:18])[CH:16]=[CH2:17])[CH:11]=[CH:12][CH:13]=4)[C:5]([NH:19][C:20]4[CH:25]=[CH:24][CH:23]=[CH:22][CH:21]=4)=[CH:4][N:3]=3)=[CH:37][CH:38]=2)[CH2:30][CH2:31]1. (6) Given the reactants Cl[C:2]1[N:7]=[C:6]([C@@:8]23[O:23][CH2:22][O:21][C@@H:9]2[CH2:10][N:11]([C:14]([O:16][C:17]([CH3:20])([CH3:19])[CH3:18])=[O:15])[CH2:12][CH2:13]3)[CH:5]=[C:4]([O:24][CH3:25])[CH:3]=1.C(N(CC)CC)C, predict the reaction product. The product is: [CH3:25][O:24][C:4]1[CH:3]=[CH:2][N:7]=[C:6]([C@@:8]23[O:23][CH2:22][O:21][C@@H:9]2[CH2:10][N:11]([C:14]([O:16][C:17]([CH3:20])([CH3:18])[CH3:19])=[O:15])[CH2:12][CH2:13]3)[CH:5]=1.